Dataset: Full USPTO retrosynthesis dataset with 1.9M reactions from patents (1976-2016). Task: Predict the reactants needed to synthesize the given product. (1) Given the product [Cl:1][C:2]1[CH:3]=[CH:4][C:5]2[N:6]([CH:8]=[C:9]([C:11]([O-:13])=[O:12])[N:10]=2)[CH:7]=1.[Li+:18], predict the reactants needed to synthesize it. The reactants are: [Cl:1][C:2]1[CH:3]=[CH:4][C:5]2[N:6]([CH:8]=[C:9]([C:11]([O:13]CC)=[O:12])[N:10]=2)[CH:7]=1.O.[OH-].[Li+:18]. (2) Given the product [O:10]1[CH2:14][CH2:13][O:12][CH:11]1[C:15]1[CH:22]=[CH:21][C:18]([C:19](=[O:26])[CH2:5][CH2:6][CH2:7][CH2:8][CH3:9])=[CH:17][CH:16]=1, predict the reactants needed to synthesize it. The reactants are: [Mg].II.Br[CH2:5][CH2:6][CH2:7][CH2:8][CH3:9].[O:10]1[CH2:14][CH2:13][O:12][CH:11]1[C:15]1[CH:22]=[CH:21][C:18]([C:19]#N)=[CH:17][CH:16]=1.Cl.CC[O:26]CC. (3) The reactants are: Cl.C(N[CH2:7][C:8]1[C:9]([OH:30])=[C:10]([C:22]2[CH:27]=[CH:26][C:25]([Cl:28])=[C:24]([Cl:29])[CH:23]=2)[CH:11]=[C:12]([C:14]2[CH:19]=[CH:18][C:17]([Cl:20])=[C:16]([Cl:21])[CH:15]=2)[CH:13]=1)(C)(C)C.BrC1C=C(Br)C=C(C=[O:36])C=1O. Given the product [Cl:21][C:16]1[CH:15]=[C:14]([C:12]2[CH:13]=[C:8]([CH:7]=[O:36])[C:9]([OH:30])=[C:10]([C:22]3[CH:27]=[CH:26][C:25]([Cl:28])=[C:24]([Cl:29])[CH:23]=3)[CH:11]=2)[CH:19]=[CH:18][C:17]=1[Cl:20], predict the reactants needed to synthesize it. (4) Given the product [NH2:7][CH2:8][CH2:9][CH:10]([NH:17][C:18]([C:19]1[CH:24]=[CH:23][C:22]([CH3:25])=[C:21]([NH:26][C:27]([C:29]2[C:30](=[O:43])[NH:31][C:32]3[C:37]([CH:38]=2)=[CH:36][C:35]([O:39][CH3:40])=[C:34]([O:41][CH3:42])[CH:33]=3)=[O:28])[CH:20]=1)=[O:44])[C:11]1[CH:16]=[CH:15][CH:14]=[CH:13][CH:12]=1, predict the reactants needed to synthesize it. The reactants are: C(OC(=O)[NH:7][CH2:8][CH2:9][CH:10]([NH:17][C:18](=[O:44])[C:19]1[CH:24]=[CH:23][C:22]([CH3:25])=[C:21]([NH:26][C:27]([C:29]2[C:30](=[O:43])[NH:31][C:32]3[C:37]([CH:38]=2)=[CH:36][C:35]([O:39][CH3:40])=[C:34]([O:41][CH3:42])[CH:33]=3)=[O:28])[CH:20]=1)[C:11]1[CH:16]=[CH:15][CH:14]=[CH:13][CH:12]=1)(C)(C)C. (5) Given the product [NH2:1][N:9]1[N:8]=[C:12]2[CH:13]=[CH:14][CH:15]=[N:16][C:11]2=[N:10]1, predict the reactants needed to synthesize it. The reactants are: [NH2:1]C1C=CC=CC=1.[NH:8]1[C:12]2[CH:13]=[CH:14][CH:15]=[N:16][C:11]=2[N:10]=[N:9]1. (6) Given the product [CH3:21][O:22][NH:23][C:24]([C:26]1[C:27](=[O:60])[C:28]2[CH:33]=[N:32][C:31]([NH:34][C:35]3[CH:40]=[CH:39][C:38]([CH2:41][CH2:42][N:43]4[CH2:44][CH2:45][N:46]([CH2:3][C:2]([F:13])([F:12])[F:1])[CH2:47][CH2:48]4)=[CH:37][CH:36]=3)=[N:30][C:29]=2[N:49]([C:51]2[CH:52]=[C:53]3[C:57](=[CH:58][CH:59]=2)[CH2:56][CH2:55][CH2:54]3)[CH:50]=1)=[O:25], predict the reactants needed to synthesize it. The reactants are: [F:1][C:2]([F:13])([F:12])[CH2:3]OS(C(F)(F)F)(=O)=O.C(N(CC)CC)C.[CH3:21][O:22][NH:23][C:24]([C:26]1[C:27](=[O:60])[C:28]2[CH:33]=[N:32][C:31]([NH:34][C:35]3[CH:40]=[CH:39][C:38]([CH2:41][CH2:42][N:43]4[CH2:48][CH2:47][NH:46][CH2:45][CH2:44]4)=[CH:37][CH:36]=3)=[N:30][C:29]=2[N:49]([C:51]2[CH:52]=[C:53]3[C:57](=[CH:58][CH:59]=2)[CH2:56][CH2:55][CH2:54]3)[CH:50]=1)=[O:25]. (7) Given the product [CH3:15][C:16]1[CH:17]=[CH:18][CH:19]=[C:20]2[C:24]=1[NH:23][C:22]([C:25]([NH:1][C@@H:2]1[CH2:7][CH2:6][CH2:5][NH:4][CH2:3]1)=[O:26])=[C:21]2[C:28]1[CH:33]=[CH:32][CH:31]=[CH:30][CH:29]=1, predict the reactants needed to synthesize it. The reactants are: [NH2:1][C@@H:2]1[CH2:7][CH2:6][CH2:5][N:4](C(OC(C)(C)C)=O)[CH2:3]1.[CH3:15][C:16]1[CH:17]=[CH:18][CH:19]=[C:20]2[C:24]=1[NH:23][C:22]([C:25](O)=[O:26])=[C:21]2[C:28]1[CH:33]=[CH:32][CH:31]=[CH:30][CH:29]=1.N.